This data is from Catalyst prediction with 721,799 reactions and 888 catalyst types from USPTO. The task is: Predict which catalyst facilitates the given reaction. (1) Reactant: Cl[C:2]1[CH:7]=[C:6]([CH2:8][CH3:9])[N:5]=[C:4]([CH:10]2[CH2:14][CH2:13][CH2:12][CH2:11]2)[N:3]=1.CC1(C)C(C)(C)OB([CH2:23][C:24]2[CH:29]=[CH:28][C:27]([CH2:30][C:31]([O:33][CH3:34])=[O:32])=[CH:26][CH:25]=2)O1.C([O-])([O-])=O.[Na+].[Na+]. Product: [CH:10]1([C:4]2[N:3]=[C:2]([CH2:23][C:24]3[CH:25]=[CH:26][C:27]([CH2:30][C:31]([O:33][CH3:34])=[O:32])=[CH:28][CH:29]=3)[CH:7]=[C:6]([CH2:8][CH3:9])[N:5]=2)[CH2:11][CH2:12][CH2:13][CH2:14]1. The catalyst class is: 117. (2) Reactant: Br[C:2]1[S:3][C:4]2[C:10]([C:11]3[CH:16]=[CH:15][C:14]([Cl:17])=[CH:13][CH:12]=3)=[C:9]([C@H:18]([O:24][C:25]([CH3:28])([CH3:27])[CH3:26])[C:19]([O:21][CH2:22][CH3:23])=[O:20])[C:8]([CH3:29])=[CH:7][C:5]=2[N:6]=1.[NH:30]1[C:34]2[CH:35]=[C:36](B(O)O)[CH:37]=[CH:38][C:33]=2[N:32]=[CH:31]1.C([O-])([O-])=O.[K+].[K+]. Product: [NH:30]1[C:34]2[CH:35]=[C:36]([C:2]3[S:3][C:4]4[C:10]([C:11]5[CH:16]=[CH:15][C:14]([Cl:17])=[CH:13][CH:12]=5)=[C:9]([C@H:18]([O:24][C:25]([CH3:28])([CH3:27])[CH3:26])[C:19]([O:21][CH2:22][CH3:23])=[O:20])[C:8]([CH3:29])=[CH:7][C:5]=4[N:6]=3)[CH:37]=[CH:38][C:33]=2[N:32]=[CH:31]1. The catalyst class is: 518. (3) Reactant: C[O:2][C:3](=[O:22])[CH:4]([C:12]1[CH:17]=[CH:16][C:15]([S:18]([CH3:21])(=[O:20])=[O:19])=[CH:14][CH:13]=1)[CH2:5][CH:6]1[CH2:11][CH2:10][CH2:9][CH2:8][CH2:7]1.[OH-].[Na+]. Product: [CH:6]1([CH2:5][CH:4]([C:12]2[CH:17]=[CH:16][C:15]([S:18]([CH3:21])(=[O:20])=[O:19])=[CH:14][CH:13]=2)[C:3]([OH:22])=[O:2])[CH2:11][CH2:10][CH2:9][CH2:8][CH2:7]1. The catalyst class is: 8. (4) Reactant: [Cl:1][C:2]1[C:7]([Cl:8])=[CH:6][C:5]([NH:9][C:10]2[C:19]3[C:14](=[CH:15][C:16](F)=[C:17]([N+:20]([O-:22])=[O:21])[CH:18]=3)[N:13]=[CH:12][N:11]=2)=[C:4]([F:24])[CH:3]=1.C([Si](C)(C)[O:30][CH2:31][CH2:32][O:33][CH2:34][CH2:35][OH:36])(C)(C)C.C([Si](C)(C)OCCOC(O)C)(C)(C)C.C[Si](C)(C)[O-].[K+]. Product: [Cl:1][C:2]1[C:7]([Cl:8])=[CH:6][C:5]([NH:9][C:10]2[C:19]3[C:14](=[CH:15][C:16]([O:30][CH2:31][CH2:32][O:33][CH2:34][CH2:35][OH:36])=[C:17]([N+:20]([O-:22])=[O:21])[CH:18]=3)[N:13]=[CH:12][N:11]=2)=[C:4]([F:24])[CH:3]=1. The catalyst class is: 16. (5) Reactant: [CH2:1]([C:4]([P:10]([O-:13])([OH:12])=[O:11])([P:6]([O-:9])([OH:8])=[O:7])[OH:5])[CH2:2][NH2:3].[Na+:14].[Na+].C(C(P(O)(O)=O)(P(O)(O)=O)[OH:20])CN.[OH-].[Na+]. Product: [CH2:1]([C:4]([P:10]([O-:13])([OH:12])=[O:11])([P:6]([O-:8])([OH:9])=[O:7])[OH:5])[CH2:2][NH2:3].[OH2:20].[Na+:14].[Na+:14]. The catalyst class is: 6. (6) Reactant: Cl[N:2]1[C:6](=[O:7])[CH2:5][CH2:4][C:3]1=O.[CH2:9]([N:12]([CH2:24][CH2:25][CH3:26])[CH2:13][CH2:14][C:15]1C=CC=C2[C:16]=1[CH:17]=[CH:18]N2)[CH2:10][CH3:11]. The catalyst class is: 11. Product: [CH2:24]([N:12]([CH2:9][CH2:10][CH3:11])[CH2:13][CH2:14][C:15]1[C:4]2[C:3]([CH:18]=[CH:17][CH:16]=1)=[N:2][C:6](=[O:7])[CH:5]=2)[CH2:25][CH3:26]. (7) Reactant: [F:1][C:2]1[CH:3]=[C:4]([CH:16]=[CH:17][CH:18]=1)[CH2:5][O:6][C:7]1[CH:12]=[CH:11][C:10]([CH2:13][CH2:14][OH:15])=[CH:9][CH:8]=1.[N-:19]=[C:20]=[O:21].[K+].FC(F)(F)C(O)=O. Product: [F:1][C:2]1[CH:3]=[C:4]([CH:16]=[CH:17][CH:18]=1)[CH2:5][O:6][C:7]1[CH:12]=[CH:11][C:10]([CH2:13][CH2:14][O:15][C:20](=[O:21])[NH2:19])=[CH:9][CH:8]=1. The catalyst class is: 638.